Dataset: Full USPTO retrosynthesis dataset with 1.9M reactions from patents (1976-2016). Task: Predict the reactants needed to synthesize the given product. (1) Given the product [CH:28]1([C:3]([C:5]2[CH:6]=[CH:7][C:8]([N:11]3[CH2:16][CH2:15][N:14]([S:17]([C:20]4[CH:25]=[CH:24][CH:23]=[CH:22][CH:21]=4)(=[O:19])=[O:18])[CH2:13][CH2:12]3)=[CH:9][CH:10]=2)([OH:4])[C:2]([F:1])([F:26])[F:27])[CH2:30][CH2:29]1, predict the reactants needed to synthesize it. The reactants are: [F:1][C:2]([F:27])([F:26])[C:3]([C:5]1[CH:10]=[CH:9][C:8]([N:11]2[CH2:16][CH2:15][N:14]([S:17]([C:20]3[CH:25]=[CH:24][CH:23]=[CH:22][CH:21]=3)(=[O:19])=[O:18])[CH2:13][CH2:12]2)=[CH:7][CH:6]=1)=[O:4].[CH:28]1([Mg]Br)[CH2:30][CH2:29]1. (2) Given the product [Cl:1][C:2]1[CH:3]=[C:4]([C@@H:12]([CH2:27][CH:28]2[CH2:32][CH2:31][CH2:30][CH2:29]2)[C:13]([NH:15][C:16]2[CH:21]=[N:20][C:19]([CH:22]([C:50]#[N:51])[OH:23])=[CH:18][N:17]=2)=[O:14])[CH:5]=[CH:6][C:7]=1[S:8]([CH3:11])(=[O:9])=[O:10], predict the reactants needed to synthesize it. The reactants are: [Cl:1][C:2]1[CH:3]=[C:4]([C@@H:12]([CH2:27][CH:28]2[CH2:32][CH2:31][CH2:30][CH2:29]2)[C:13]([NH:15][C:16]2[CH:21]=[N:20][C:19]([CH:22](OC)[O:23]C)=[CH:18][N:17]=2)=[O:14])[CH:5]=[CH:6][C:7]=1[S:8]([CH3:11])(=[O:10])=[O:9].O.C1(C)C=CC(S(O)(=O)=O)=CC=1.S(=O)(O)[O-].[Na+].[C-:50]#[N:51].[Na+]. (3) Given the product [C:10]([N:9]=[C:12]([NH2:13])[NH:5][C:4]1[CH:6]=[CH:7][CH:8]=[C:2]([F:1])[CH:3]=1)#[N:11], predict the reactants needed to synthesize it. The reactants are: [F:1][C:2]1[CH:3]=[C:4]([CH:6]=[CH:7][CH:8]=1)[NH2:5].[N-:9]([C:12]#[N:13])[C:10]#[N:11].[Na+]. (4) Given the product [Br:23][C:24]1[CH:29]=[CH:28][C:27]([C:30]2([C:36]3[S:37][CH:38]=[C:39]([CH2:41][O:22][C:20]4[C:6]5[CH:7]=[C:8]([C:10]6[N:11]=[C:12]7[N:16]([CH:17]=6)[N:15]=[C:14]([O:18][CH3:19])[S:13]7)[O:9][C:5]=5[CH:4]=[C:3]([O:2][CH3:1])[CH:21]=4)[N:40]=3)[CH2:35][CH2:34][O:33][CH2:32][CH2:31]2)=[CH:26][CH:25]=1, predict the reactants needed to synthesize it. The reactants are: [CH3:1][O:2][C:3]1[CH:4]=[C:5]2[O:9][C:8]([C:10]3[N:11]=[C:12]4[N:16]([CH:17]=3)[N:15]=[C:14]([O:18][CH3:19])[S:13]4)=[CH:7][C:6]2=[C:20]([OH:22])[CH:21]=1.[Br:23][C:24]1[CH:29]=[CH:28][C:27]([C:30]2([C:36]3[S:37][CH:38]=[C:39]([CH2:41]O)[N:40]=3)[CH2:35][CH2:34][O:33][CH2:32][CH2:31]2)=[CH:26][CH:25]=1.C(P(CCCC)CCCC)CCC.C1CCN(C(N=NC(N2CCCCC2)=O)=O)CC1.